Dataset: Forward reaction prediction with 1.9M reactions from USPTO patents (1976-2016). Task: Predict the product of the given reaction. (1) Given the reactants O.[NH2:2][C@H:3]([C:11]([OH:13])=[O:12])[CH2:4][CH2:5][CH2:6][NH:7][C:8](=[NH:10])[NH2:9].[NH:14]([C:36]([O:38][CH2:39][C:40]1[CH:45]=[CH:44][CH:43]=[CH:42][CH:41]=1)=[O:37])[C@H:15]([C:26](ON1C(=O)CCC1=O)=[O:27])[CH2:16][C:17]1[C:25]2[C:20](=[CH:21][CH:22]=[CH:23][CH:24]=2)[NH:19][CH:18]=1, predict the reaction product. The product is: [NH:14]([C:36]([O:38][CH2:39][C:40]1[CH:45]=[CH:44][CH:43]=[CH:42][CH:41]=1)=[O:37])[C@H:15]([C:26]([NH:2][C@H:3]([C:11]([OH:13])=[O:12])[CH2:4][CH2:5][CH2:6][NH:7][C:8](=[NH:9])[NH2:10])=[O:27])[CH2:16][C:17]1[C:25]2[C:20](=[CH:21][CH:22]=[CH:23][CH:24]=2)[NH:19][CH:18]=1. (2) Given the reactants [CH3:1][C:2]([CH3:22])([CH3:21])[C:3]([NH:5][C:6]1[C:15]([C:16]([O:18][CH3:19])=[O:17])=[C:14]2[C:9]([CH2:10][C:11](=O)[CH2:12][O:13]2)=[CH:8][CH:7]=1)=[O:4].O.[C:24]([OH:28])(=O)[CH:25]=O.O.[NH2:30][NH2:31], predict the reaction product. The product is: [CH3:22][C:2]([CH3:21])([CH3:1])[C:3]([NH:5][C:6]1[C:15]([C:16]([O:18][CH3:19])=[O:17])=[C:14]2[C:9]([C:10]3[CH:25]=[C:24]([OH:28])[N:30]=[N:31][C:11]=3[CH2:12][O:13]2)=[CH:8][CH:7]=1)=[O:4]. (3) Given the reactants [Cl:1][C:2]1[CH:7]=[CH:6][C:5]([NH:8][C:9](=O)[C:10]([CH3:13])([CH3:12])[CH3:11])=[CH:4][CH:3]=1.[Li]CCCC.[F:20][C:21]1[CH:28]=[CH:27][CH:26]=[CH:25][C:22]=1[C:23]#[N:24], predict the reaction product. The product is: [C:10]([C:9]1[N:24]=[C:23]([C:22]2[CH:25]=[CH:26][CH:27]=[CH:28][C:21]=2[F:20])[C:6]2[C:5](=[CH:4][CH:3]=[C:2]([Cl:1])[CH:7]=2)[N:8]=1)([CH3:13])([CH3:12])[CH3:11]. (4) Given the reactants [Cl:1][C:2]1[CH:7]=[CH:6][C:5]([N:8](C#N)[C:9]([NH2:11])=[NH:10])=[CH:4][CH:3]=1.[CH:14]([NH2:17])([CH3:16])[CH3:15].[ClH:18].C(N(CC(O)=O)CC(O)=O)[CH2:20][N:21](CC(O)=O)CC(O)=O, predict the reaction product. The product is: [CH3:15][CH:14]([N:17]=[C:20](/[N:10]=[C:9](/[NH:8][C:5]1[CH:4]=[CH:3][C:2]([Cl:1])=[CH:7][CH:6]=1)\[NH2:11])[NH2:21])[CH3:16].[ClH:18].